This data is from Retrosynthesis with 50K atom-mapped reactions and 10 reaction types from USPTO. The task is: Predict the reactants needed to synthesize the given product. (1) Given the product CC(C)(C)OC(=O)c1c(NC(=O)OCc2ccccc2)ccc(-c2ccoc2C=O)c1O, predict the reactants needed to synthesize it. The reactants are: CC(C)(C)OC(=O)c1c(N)ccc(-c2ccoc2C=O)c1O.O=C(Cl)OCc1ccccc1. (2) Given the product CC(C)(Oc1ccc(NC(=O)Nc2cc(Cl)cc(Cl)c2)cc1)C(=O)O, predict the reactants needed to synthesize it. The reactants are: CC(C)(Oc1ccc(N)cc1)C(=O)O.O=C=Nc1cc(Cl)cc(Cl)c1. (3) Given the product CCOC(=O)c1cn(-c2ccc(-c3cccc(S(C)(=O)=O)c3)cc2Cl)c(-c2c(Cl)cccc2Cl)n1, predict the reactants needed to synthesize it. The reactants are: CCOC(=O)c1cn(-c2ccc(Br)cc2Cl)c(-c2c(Cl)cccc2Cl)n1.CS(=O)(=O)c1cccc(B(O)O)c1. (4) Given the product CC(C)Oc1cc2nc(/C=N/Nc3ccc([C@@H](N4CC[C@H](NC(=O)OC(C)(C)C)C4)C(F)(F)F)cn3)ccc2cc1F, predict the reactants needed to synthesize it. The reactants are: CC(C)(C)OC(=O)N[C@H]1CCN([C@H](c2ccc(NN)nc2)C(F)(F)F)C1.CC(C)Oc1cc2nc(C=O)ccc2cc1F. (5) Given the product COC1(OC)CCOC[C@@H]1O, predict the reactants needed to synthesize it. The reactants are: COC1(OC)CCOCC1=O. (6) Given the product O=Cc1ccc(-c2cc(Cl)cc(Cl)c2)o1, predict the reactants needed to synthesize it. The reactants are: O=Cc1ccc(Br)o1.OB(O)c1cc(Cl)cc(Cl)c1. (7) Given the product CC(C)CN(Cc1cnc(Br)s1)S(=O)(=O)Cc1ccccc1, predict the reactants needed to synthesize it. The reactants are: CC(C)CNCc1cnc(Br)s1.O=S(=O)(Cl)Cc1ccccc1.